This data is from Reaction yield outcomes from USPTO patents with 853,638 reactions. The task is: Predict the reaction yield, written as a fraction of the theoretical maximum amount of product (1.0 means a 100% yield; for example, 0.34 means a 34% yield). (1) The reactants are C[N:2](C)[CH:3]=[CH:4][C:5]([C:7]1[C:12](=[O:13])[CH:11]=[CH:10][N:9]([C:14]2[CH:19]=[CH:18][CH:17]=[C:16]([O:20][CH3:21])[CH:15]=2)[N:8]=1)=O.[C:23]1([NH:29]N)[CH:28]=[CH:27][CH:26]=[CH:25][CH:24]=1. The catalyst is CO. The product is [CH3:21][O:20][C:16]1[CH:15]=[C:14]([N:9]2[CH:10]=[CH:11][C:12](=[O:13])[C:7]([C:5]3[N:29]([C:23]4[CH:28]=[CH:27][CH:26]=[CH:25][CH:24]=4)[N:2]=[CH:3][CH:4]=3)=[N:8]2)[CH:19]=[CH:18][CH:17]=1. The yield is 0.140. (2) The reactants are [Cl:1][C:2]1[CH:7]=[CH:6][C:5]([CH:8]2[O:12][CH:11]([CH2:13][CH2:14][OH:15])[CH2:10][O:9]2)=[CH:4][CH:3]=1.C1(P(C2C=CC=CC=2)C2C=CC=CC=2)C=CC=CC=1.N(C(OC(C)C)=O)=NC(OC(C)C)=O.[Cl:49][C:50]([Cl:63])=[CH:51][CH2:52][O:53][C:54]1[CH:59]=[C:58]([Cl:60])[C:57](O)=[C:56]([Cl:62])[CH:55]=1. The catalyst is O1CCCC1. The product is [Cl:60][C:58]1[CH:59]=[C:54]([O:53][CH2:52][CH:51]=[C:50]([Cl:63])[Cl:49])[CH:55]=[C:56]([Cl:62])[C:57]=1[O:15][CH2:14][CH2:13][CH:11]1[CH2:10][O:9][CH:8]([C:5]2[CH:4]=[CH:3][C:2]([Cl:1])=[CH:7][CH:6]=2)[O:12]1. The yield is 0.350.